From a dataset of Catalyst prediction with 721,799 reactions and 888 catalyst types from USPTO. Predict which catalyst facilitates the given reaction. (1) Reactant: [CH:1]1([CH2:7][C:8]([C:10]2[CH:11]=[C:12]3[C:17](=[CH:18][CH:19]=2)[NH:16][C:15](=[O:20])[CH2:14][CH2:13]3)=O)[CH2:6][CH2:5][CH2:4][CH2:3][CH2:2]1.S(=O)(=O)(O)O. Product: [CH:1]1([CH2:7][CH2:8][C:10]2[CH:11]=[C:12]3[C:17](=[CH:18][CH:19]=2)[NH:16][C:15](=[O:20])[CH2:14][CH2:13]3)[CH2:6][CH2:5][CH2:4][CH2:3][CH2:2]1. The catalyst class is: 19. (2) Reactant: CO.[C:3]([O:7][C:8]([NH:10][C@@H:11]([CH2:28][C:29]1[CH:34]=[CH:33][C:32]([O:35]CC2C=CC=CC=2)=[C:31]([O:43]CC2C=CC=CC=2)[CH:30]=1)[C:12]([O:14][C@H:15]([CH3:27])[C@H:16]([O:18][C:19]([C:21]1[CH:26]=[CH:25][CH:24]=[CH:23][CH:22]=1)=[O:20])[CH3:17])=[O:13])=[O:9])([CH3:6])([CH3:5])[CH3:4]. Product: [OH:43][C:31]1[CH:30]=[C:29]([CH2:28][C@H:11]([NH:10][C:8]([O:7][C:3]([CH3:5])([CH3:4])[CH3:6])=[O:9])[C:12]([O:14][C@H:15]([CH3:27])[C@H:16]([O:18][C:19]([C:21]2[CH:22]=[CH:23][CH:24]=[CH:25][CH:26]=2)=[O:20])[CH3:17])=[O:13])[CH:34]=[CH:33][C:32]=1[OH:35]. The catalyst class is: 312. (3) The catalyst class is: 3. Product: [C:19]([C@@H:18]([NH:17][C:3](=[O:5])[C:2]([F:1])([F:15])[CH2:6][CH2:7][CH2:8][C:9]1[CH:14]=[CH:13][CH:12]=[CH:11][CH:10]=1)[CH2:21][CH2:22][C:23]1[CH:28]=[CH:27][CH:26]=[CH:25][CH:24]=1)#[N:20]. Reactant: [F:1][C:2]([F:15])([CH2:6][CH2:7][CH2:8][C:9]1[CH:14]=[CH:13][CH:12]=[CH:11][CH:10]=1)[C:3]([OH:5])=O.Cl.[NH2:17][C@@H:18]([CH2:21][CH2:22][C:23]1[CH:28]=[CH:27][CH:26]=[CH:25][CH:24]=1)[C:19]#[N:20].CN(C(ON1N=NC2C=CC=NC1=2)=[N+](C)C)C.F[P-](F)(F)(F)(F)F. (4) Reactant: [CH2:1](Cl)[C:2]1[CH:7]=[CH:6][CH:5]=[CH:4][CH:3]=1.[C:9]1([C:15]2([OH:21])[CH2:20][CH2:19][NH:18][CH2:17][CH2:16]2)[CH:14]=[CH:13][CH:12]=[CH:11][CH:10]=1.CC([O-])(C)C.[K+].CO. Product: [CH2:1]([N:18]1[CH2:19][CH2:20][C:15]([OH:21])([C:9]2[CH:10]=[CH:11][CH:12]=[CH:13][CH:14]=2)[CH2:16][CH2:17]1)[C:2]1[CH:7]=[CH:6][CH:5]=[CH:4][CH:3]=1. The catalyst class is: 107. (5) Reactant: Cl.[CH3:2][O:3][C:4]1[CH:5]=[C:6]2[C:10](=[CH:11][CH:12]=1)[NH:9][N:8]=[C:7]2[C:13]([NH:15][CH2:16][CH:17]1[CH2:22][CH2:21][NH:20][CH2:19][CH2:18]1)=[O:14].C(=O)([O-])[O-].[K+].[K+].Cl[CH2:30][CH2:31][CH2:32][C:33]([O:35][CH2:36][CH3:37])=[O:34]. Product: [CH3:2][O:3][C:4]1[CH:5]=[C:6]2[C:10](=[CH:11][CH:12]=1)[NH:9][N:8]=[C:7]2[C:13]([NH:15][CH2:16][CH:17]1[CH2:22][CH2:21][N:20]([CH2:30][CH2:31][CH2:32][C:33]([O:35][CH2:36][CH3:37])=[O:34])[CH2:19][CH2:18]1)=[O:14]. The catalyst class is: 21. (6) Reactant: [O:1]=[C:2]1[CH2:7][CH2:6][N:5]2[CH:8]=[C:9]([C:11]([OH:13])=O)[N:10]=[C:4]2[NH:3]1.CCN=C=NCCCN(C)C.CCN(C(C)C)C(C)C.C1C=CC2N(O)N=NC=2C=1.[NH2:44][C@@H:45]([CH3:62])[CH2:46][N:47]1[CH:51]=[CH:50][C:49]([C:52]2[CH:59]=[C:58]([F:60])[C:55]([C:56]#[N:57])=[C:54]([Cl:61])[CH:53]=2)=[N:48]1. Product: [Cl:61][C:54]1[CH:53]=[C:52]([C:49]2[CH:50]=[CH:51][N:47]([CH2:46][C@@H:45]([NH:44][C:11]([C:9]3[N:10]=[C:4]4[NH:3][C:2](=[O:1])[CH2:7][CH2:6][N:5]4[CH:8]=3)=[O:13])[CH3:62])[N:48]=2)[CH:59]=[C:58]([F:60])[C:55]=1[C:56]#[N:57]. The catalyst class is: 303. (7) Reactant: Br[C:2]1[CH:3]=[C:4]([S:8]([NH:11][C:12]2[CH:21]=[CH:20][C:15]([C:16]([O:18][CH3:19])=[O:17])=[C:14]([OH:22])[CH:13]=2)(=[O:10])=[O:9])[CH:5]=[CH:6][CH:7]=1.[NH:23]1[CH2:28][CH2:27][CH2:26][CH2:25][CH2:24]1.C1(P(C2CCCCC2)C2C=CC=CC=2C2C(N(C)C)=CC=CC=2)CCCCC1. Product: [OH:22][C:14]1[CH:13]=[C:12]([NH:11][S:8]([C:4]2[CH:5]=[CH:6][CH:7]=[C:2]([N:23]3[CH2:28][CH2:27][CH2:26][CH2:25][CH2:24]3)[CH:3]=2)(=[O:10])=[O:9])[CH:21]=[CH:20][C:15]=1[C:16]([O:18][CH3:19])=[O:17]. The catalyst class is: 110. (8) Reactant: [C:1]1([CH2:7][CH2:8][N:9]([CH2:21][C:22]2[CH:27]=[CH:26][C:25]([CH2:28][OH:29])=[CH:24][CH:23]=2)[C:10]2[S:11][CH:12]=[C:13]([C:15]3[CH:20]=[CH:19][CH:18]=[CH:17][CH:16]=3)[N:14]=2)[CH:6]=[CH:5][CH:4]=[CH:3][CH:2]=1.[F:30][C:31]1[CH:36]=[C:35](O)[CH:34]=[C:33]([F:38])[C:32]=1[CH2:39][CH2:40][C:41]([O:43][CH2:44][CH3:45])=[O:42].C(P(CCCC)CCCC)CCC.N(C(N1CCCCC1)=O)=NC(N1CCCCC1)=O. Product: [F:30][C:31]1[CH:36]=[C:35]([O:29][CH2:28][C:25]2[CH:24]=[CH:23][C:22]([CH2:21][N:9]([CH2:8][CH2:7][C:1]3[CH:6]=[CH:5][CH:4]=[CH:3][CH:2]=3)[C:10]3[S:11][CH:12]=[C:13]([C:15]4[CH:20]=[CH:19][CH:18]=[CH:17][CH:16]=4)[N:14]=3)=[CH:27][CH:26]=2)[CH:34]=[C:33]([F:38])[C:32]=1[CH2:39][CH2:40][C:41]([O:43][CH2:44][CH3:45])=[O:42]. The catalyst class is: 7. (9) Reactant: [CH2:1]([O:8][C:9]1[CH:10]=[C:11]([CH:14]=[CH:15][C:16]=1[CH2:17][C:18]1[CH:23]=[CH:22][C:21]([CH2:24][CH3:25])=[CH:20][CH:19]=1)[CH2:12]O)[C:2]1[CH:7]=[CH:6][CH:5]=[CH:4][CH:3]=1.[CH2:26]([N:28](CC)CC)C.CS(Cl)(=O)=O.Cl. Product: [CH2:1]([O:8][C:9]1[CH:10]=[C:11]([CH2:12][C:26]#[N:28])[CH:14]=[CH:15][C:16]=1[CH2:17][C:18]1[CH:23]=[CH:22][C:21]([CH2:24][CH3:25])=[CH:20][CH:19]=1)[C:2]1[CH:7]=[CH:6][CH:5]=[CH:4][CH:3]=1. The catalyst class is: 4.